From a dataset of Full USPTO retrosynthesis dataset with 1.9M reactions from patents (1976-2016). Predict the reactants needed to synthesize the given product. (1) Given the product [C:30]1([C@@H:27]2[CH2:26][CH2:25][C@H:24]([O:23][C:18]3[CH:19]=[C:20]4[C:15](=[CH:16][CH:17]=3)[CH:14]=[C:13]([CH2:12][N:9]3[CH2:8][CH2:7][CH:6]([C:4]([OH:5])=[O:3])[CH2:11][CH2:10]3)[CH:22]=[CH:21]4)[CH2:29][CH2:28]2)[CH:35]=[CH:34][CH:33]=[CH:32][CH:31]=1, predict the reactants needed to synthesize it. The reactants are: C([O:3][C:4]([CH:6]1[CH2:11][CH2:10][N:9]([CH2:12][C:13]2[CH:22]=[CH:21][C:20]3[C:15](=[CH:16][CH:17]=[C:18]([O:23][C@H:24]4[CH2:29][CH2:28][C@@H:27]([C:30]5[CH:35]=[CH:34][CH:33]=[CH:32][CH:31]=5)[CH2:26][CH2:25]4)[CH:19]=3)[CH:14]=2)[CH2:8][CH2:7]1)=[O:5])C.[OH-].[Li+].O1CCCC1.O. (2) Given the product [N:7]1[CH:8]=[CH:9][CH:10]=[C:5]([C@@H:2]([O:3][Si:35]([CH2:38][CH3:39])([CH2:36][CH3:37])[CH2:33][CH3:34])[CH2:4][NH:11][C@H:12]([CH3:27])[CH2:13][C:14]2[C:22]3[C:17](=[C:18]([C:23]([O:25][CH3:26])=[O:24])[CH:19]=[CH:20][CH:21]=3)[NH:16][CH:15]=2)[CH:6]=1, predict the reactants needed to synthesize it. The reactants are: C[C@@:2]1([C:5]2[CH:6]=[N:7][CH:8]=[CH:9][CH:10]=2)[CH2:4][O:3]1.[NH2:11][C@H:12]([CH3:27])[CH2:13][C:14]1[C:22]2[C:17](=[C:18]([C:23]([O:25][CH3:26])=[O:24])[CH:19]=[CH:20][CH:21]=2)[NH:16][CH:15]=1.N1C=CN=C1.[CH2:33]([Si:35](Cl)([CH2:38][CH3:39])[CH2:36][CH3:37])[CH3:34]. (3) Given the product [CH3:9][O:10][C:11]1[CH:12]=[C:13]2[C:18](=[CH:19][CH:20]=1)[CH:17]=[C:16]([C@H:21]([CH3:25])[C:22]([O:1][CH2:2][C:3]([CH2:7][OH:8])([CH3:4])[CH2:5][OH:6])=[O:23])[CH:15]=[CH:14]2, predict the reactants needed to synthesize it. The reactants are: [OH:1][CH2:2][C:3]([CH2:7][OH:8])([CH2:5][OH:6])[CH3:4].[CH3:9][O:10][C:11]1[CH:12]=[C:13]2[C:18](=[CH:19][CH:20]=1)[CH:17]=[C:16]([C@H:21]([CH3:25])[C:22](O)=[O:23])[CH:15]=[CH:14]2.Cl.CN(C)CCCN=C=NCC.C(N(CC)CC)C.